From a dataset of Reaction yield outcomes from USPTO patents with 853,638 reactions. Predict the reaction yield, written as a fraction of the theoretical maximum amount of product (1.0 means a 100% yield; for example, 0.34 means a 34% yield). The reactants are [CH3:1][C:2]([C:6]1[CH:11]=[CH:10][C:9]([N+:12]([O-:14])=[O:13])=[CH:8][CH:7]=1)([CH3:5])[C:3]#[N:4].Cl.[OH-].[Na+]. The catalyst is C1COCC1. The product is [CH3:5][C:2]([C:6]1[CH:11]=[CH:10][C:9]([N+:12]([O-:14])=[O:13])=[CH:8][CH:7]=1)([CH3:1])[CH2:3][NH2:4]. The yield is 0.900.